This data is from Full USPTO retrosynthesis dataset with 1.9M reactions from patents (1976-2016). The task is: Predict the reactants needed to synthesize the given product. (1) Given the product [F:1][C:2]1[CH:3]=[C:4]([CH:17]=[C:18]([N:20]2[CH2:21][CH2:22][O:23][CH2:24][CH2:25]2)[CH:19]=1)[C:5]([NH:7][C:8]1[S:12][C:11]([C:13]([N:47]2[CH2:52][CH2:51][O:50][CH2:49][CH2:48]2)=[O:14])=[C:10]([CH3:16])[CH:9]=1)=[O:6], predict the reactants needed to synthesize it. The reactants are: [F:1][C:2]1[CH:3]=[C:4]([CH:17]=[C:18]([N:20]2[CH2:25][CH2:24][O:23][CH2:22][CH2:21]2)[CH:19]=1)[C:5]([NH:7][C:8]1[S:12][C:11]([C:13](O)=[O:14])=[C:10]([CH3:16])[CH:9]=1)=[O:6].CCN=C=NCCCN(C)C.C1C=NC2N(O)N=NC=2C=1.[NH:47]1[CH2:52][CH2:51][O:50][CH2:49][CH2:48]1. (2) Given the product [F:29][C:3]([F:2])([F:28])[C:4]1[CH:5]=[C:6]([CH:21]=[C:22]([C:24]([F:27])([F:25])[F:26])[CH:23]=1)[CH2:7][O:8][C@H:9]1[CH2:14][CH2:13][N:12]([S:31]([CH3:30])(=[O:33])=[O:32])[CH2:11][C@H:10]1[C:15]1[CH:16]=[CH:17][CH:18]=[CH:19][CH:20]=1, predict the reactants needed to synthesize it. The reactants are: Cl.[F:2][C:3]([F:29])([F:28])[C:4]1[CH:5]=[C:6]([CH:21]=[C:22]([C:24]([F:27])([F:26])[F:25])[CH:23]=1)[CH2:7][O:8][C@H:9]1[CH2:14][CH2:13][NH:12][CH2:11][C@H:10]1[C:15]1[CH:20]=[CH:19][CH:18]=[CH:17][CH:16]=1.[CH3:30][S:31](Cl)(=[O:33])=[O:32]. (3) Given the product [CH2:37]([O:39][C:40](=[O:45])[CH2:41][C:18]([C@H:16]1[CH2:15][CH2:14][N:13]([C:21]([O:23][CH3:24])=[O:22])[C@@H:12]([C:3]2[CH:4]=[CH:5][C:6]([C:8]([F:11])([F:10])[F:9])=[CH:7][C:2]=2[F:1])[CH2:17]1)=[O:20])[CH3:38], predict the reactants needed to synthesize it. The reactants are: [F:1][C:2]1[CH:7]=[C:6]([C:8]([F:11])([F:10])[F:9])[CH:5]=[CH:4][C:3]=1[CH:12]1[CH2:17][CH:16]([C:18]([OH:20])=O)[CH2:15][CH2:14][N:13]1[C:21]([O:23][CH3:24])=[O:22].N1(C(N2C=CN=C2)=O)C=CN=C1.[CH2:37]([O:39][C:40](=[O:45])[CH2:41]C([O-])=O)[CH3:38].[K+].[Cl-].[Mg+2].[Cl-].Cl. (4) Given the product [N:27]1[CH:21]=[CH:22][CH:23]=[CH:24][C:25]=1[C:46]([NH:44][C:16]1[C:15]([C:38]([O:39][CH3:31])=[O:41])=[N:14][N:18]([CH:20]2[CH2:4][CH2:3][CH2:2][CH2:7][O:8]2)[CH:17]=1)=[O:47], predict the reactants needed to synthesize it. The reactants are: N1C=C[CH:4]=[CH:3][C:2]=1[C:7](O)=[O:8].CCN=C=[N:14][CH2:15][CH2:16][CH2:17][N:18]([CH3:20])C.[CH:21]1[CH:22]=[CH:23][C:24]2N(O)N=[N:27][C:25]=2C=1.[CH2:31](N(CC)CC)C.[C:38](=[O:41])([O-])[OH:39].[Na+].C[N:44]([CH:46]=[O:47])C.